The task is: Predict which catalyst facilitates the given reaction.. This data is from Catalyst prediction with 721,799 reactions and 888 catalyst types from USPTO. (1) Reactant: O[CH2:2][CH2:3][N:4]([CH2:14][CH2:15]O)[C:5]1[C:9]2[CH:10]=[CH:11][CH:12]=[CH:13][C:8]=2[S:7][N:6]=1.C([N:19](CC)CC)C.CS(Cl)(=O)=O. Product: [N:4]1([C:5]2[C:9]3[CH:10]=[CH:11][CH:12]=[CH:13][C:8]=3[S:7][N:6]=2)[CH2:14][CH2:15][NH:19][CH2:2][CH2:3]1. The catalyst class is: 10. (2) Reactant: [Br:1][C:2]1[CH:7]=[CH:6][C:5]([CH:8]([OH:14])[CH2:9][NH:10][CH2:11][CH2:12][OH:13])=[CH:4][C:3]=1[Cl:15].[CH3:16][C:17]([O:20][C:21](O[C:21]([O:20][C:17]([CH3:19])([CH3:18])[CH3:16])=[O:22])=[O:22])([CH3:19])[CH3:18].CCOC(C)=O. Product: [Br:1][C:2]1[CH:7]=[CH:6][C:5]([CH:8]([OH:14])[CH2:9][N:10]([CH2:11][CH2:12][OH:13])[C:21](=[O:22])[O:20][C:17]([CH3:19])([CH3:18])[CH3:16])=[CH:4][C:3]=1[Cl:15]. The catalyst class is: 4.